Dataset: Full USPTO retrosynthesis dataset with 1.9M reactions from patents (1976-2016). Task: Predict the reactants needed to synthesize the given product. Given the product [F:26][C:23]([F:24])([F:25])[C:21]1[CH:20]=[CH:19][C:18]([O:27][CH2:28][C:29]2[CH:30]=[CH:31][C:32]([O:35][CH3:36])=[CH:33][CH:34]=2)=[C:17]([C:12]2[N:11]([C:7]3[CH:6]=[C:5]([CH:10]=[CH:9][CH:8]=3)[C:4]([OH:37])=[O:3])[C:15]([CH3:16])=[CH:14][CH:13]=2)[CH:22]=1, predict the reactants needed to synthesize it. The reactants are: C([O:3][C:4](=[O:37])[C:5]1[CH:10]=[CH:9][CH:8]=[C:7]([N:11]2[C:15]([CH3:16])=[CH:14][CH:13]=[C:12]2[C:17]2[CH:22]=[C:21]([C:23]([F:26])([F:25])[F:24])[CH:20]=[CH:19][C:18]=2[O:27][CH2:28][C:29]2[CH:34]=[CH:33][C:32]([O:35][CH3:36])=[CH:31][CH:30]=2)[CH:6]=1)C.[OH-].[Na+].CCO.